Task: Binary Classification. Given a drug SMILES string, predict its activity (active/inactive) in a high-throughput screening assay against a specified biological target.. Dataset: KCNQ2 potassium channel screen with 302,405 compounds (1) The compound is Clc1cc(C(=O)NCC(OCC(=O)c2c(n(c(c2)C)Cc2occc2)C)=O)ccc1Cl. The result is 0 (inactive). (2) The molecule is S(CC(=O)Nc1c(n(n(c1=O)c1ccccc1)C)C)c1nc(cc(n1)C(F)(F)F)c1occc1. The result is 0 (inactive).